Predict the product of the given reaction. From a dataset of Forward reaction prediction with 1.9M reactions from USPTO patents (1976-2016). (1) Given the reactants [CH3:1][C:2]([SH:5])([CH3:4])[CH3:3].[H-].[Na+].[Br:8][C:9]1[N:10]=[C:11](Br)[N:12]2[CH:17]=[CH:16][N:15]=[C:14]([NH2:18])[C:13]=12, predict the reaction product. The product is: [Br:8][C:9]1[N:10]=[C:11]([S:5][C:2]([CH3:4])([CH3:3])[CH3:1])[N:12]2[CH:17]=[CH:16][N:15]=[C:14]([NH2:18])[C:13]=12. (2) Given the reactants [F:1][C:2]([F:25])([F:24])[C:3]1[CH:4]=[C:5]([NH:9][C:10]([C:12]2[CH:13]=[C:14]3[C:19](=[CH:20][CH:21]=2)[C:18]([I:22])=[N:17][N:16]=[C:15]3I)=[O:11])[CH:6]=[CH:7][CH:8]=1.[OH-].[Na+].[O:28]1CCOCC1.Cl, predict the reaction product. The product is: [F:1][C:2]([F:25])([F:24])[C:3]1[CH:4]=[C:5]([NH:9][C:10]([C:12]2[CH:13]=[C:14]3[C:19](=[CH:20][CH:21]=2)[C:18]([I:22])=[N:17][N:16]=[C:15]3[OH:28])=[O:11])[CH:6]=[CH:7][CH:8]=1. (3) Given the reactants [CH:1]1([CH2:7][NH:8][C:9](=[O:34])[C@@H:10]([CH:31]([CH3:33])[CH3:32])[NH:11][C:12]2[C:17]([F:18])=[CH:16][C:15](/[CH:19]=[CH:20]/[C:21](=[O:30])[NH:22][O:23]C3CCCCO3)=[CH:14][N:13]=2)[CH2:6][CH2:5][CH2:4][CH2:3][CH2:2]1.Cl, predict the reaction product. The product is: [CH:1]1([CH2:7][NH:8][C:9](=[O:34])[C@@H:10]([CH:31]([CH3:32])[CH3:33])[NH:11][C:12]2[C:17]([F:18])=[CH:16][C:15](/[CH:19]=[CH:20]/[C:21]([NH:22][OH:23])=[O:30])=[CH:14][N:13]=2)[CH2:2][CH2:3][CH2:4][CH2:5][CH2:6]1. (4) Given the reactants P([O-])([O-])(O)=O.[K+].[K+].[CH3:8][O:9][CH2:10][O:11][CH2:12][C:13]([CH3:18])([CH3:17])[C:14]([OH:16])=[O:15].S(Cl)(O[CH2:23][Cl:24])(=O)=O, predict the reaction product. The product is: [Cl:24][CH2:23][O:15][C:14](=[O:16])[C:13]([CH3:18])([CH3:17])[CH2:12][O:11][CH2:10][O:9][CH3:8]. (5) Given the reactants [NH2:1][CH2:2][CH2:3][N:4]1[C:12]2[C:7](=[CH:8][C:9]([Cl:13])=[CH:10][CH:11]=2)[CH:6]=[C:5]1[CH2:14][N:15]1[C:19]2=[CH:20][N:21]=[CH:22][CH:23]=[C:18]2[C:17]2([CH2:25][CH2:24]2)[C:16]1=[O:26].[C:27](SC)(=[NH:29])N.S(=O)(=O)(O)[OH:33], predict the reaction product. The product is: [Cl:13][C:9]1[CH:8]=[C:7]2[C:12](=[CH:11][CH:10]=1)[N:4]([CH2:3][CH2:2][NH:1][C:27]([NH2:29])=[O:33])[C:5]([CH2:14][N:15]1[C:19]3=[CH:20][N:21]=[CH:22][CH:23]=[C:18]3[C:17]3([CH2:24][CH2:25]3)[C:16]1=[O:26])=[CH:6]2. (6) Given the reactants Cl[CH2:2][CH2:3][CH2:4][O:5][C:6]1[CH:15]=[C:14]2[C:9]([C:10]([NH:18][C:19]3[CH:24]=[C:23]([O:25][CH3:26])[C:22]([Cl:27])=[CH:21][C:20]=3[Cl:28])=[C:11]([C:16]#[N:17])[CH:12]=[N:13]2)=[CH:8][C:7]=1[O:29][CH3:30].[I-].[Na+].[CH2:33]([N:35]1[CH2:40][CH2:39][NH:38][CH2:37][CH2:36]1)[CH3:34], predict the reaction product. The product is: [Cl:28][C:20]1[CH:21]=[C:22]([Cl:27])[C:23]([O:25][CH3:26])=[CH:24][C:19]=1[NH:18][C:10]1[C:9]2[C:14](=[CH:15][C:6]([O:5][CH2:4][CH2:3][CH2:2][N:38]3[CH2:39][CH2:40][N:35]([CH2:33][CH3:34])[CH2:36][CH2:37]3)=[C:7]([O:29][CH3:30])[CH:8]=2)[N:13]=[CH:12][C:11]=1[C:16]#[N:17]. (7) Given the reactants [CH3:1][O:2][C:3]1[CH:8]=[CH:7][CH:6]=[CH:5][C:4]=1[O:9][CH3:10].C([Li])CCC.[F:16][C:17]1[CH:28]=[CH:27][C:20]2[C:21](=O)[O:22]C(C)=[N:24][C:19]=2[CH:18]=1, predict the reaction product. The product is: [NH2:24][C:19]1[CH:18]=[C:17]([F:16])[CH:28]=[CH:27][C:20]=1[C:21]([C:5]1[CH:6]=[CH:7][CH:8]=[C:3]([O:2][CH3:1])[C:4]=1[O:9][CH3:10])=[O:22]. (8) Given the reactants NC1C=CC([C:8]2[C:13]([S:14]([NH2:17])(=[O:16])=[O:15])=[CH:12][CH:11]=[C:10]([NH2:18])[CH:9]=2)=CC=1.[O:19]([C:26]1[CH:31]=[CH:30][CH:29]=[CH:28][C:27]=1N=C=O)[C:20]1[CH:25]=[CH:24][CH:23]=[CH:22][CH:21]=1.[K+].[Br-].[NH2:37][C:38](N)=[O:39], predict the reaction product. The product is: [CH:29]1[CH:30]=[CH:31][C:26]([O:19][C:20]2[CH:21]=[CH:22][C:23]([NH:37][C:38]([NH:18][C:10]3[CH:11]=[CH:12][C:13]([S:14]([NH2:17])(=[O:15])=[O:16])=[CH:8][CH:9]=3)=[O:39])=[CH:24][CH:25]=2)=[CH:27][CH:28]=1.